From a dataset of Full USPTO retrosynthesis dataset with 1.9M reactions from patents (1976-2016). Predict the reactants needed to synthesize the given product. (1) Given the product [CH:21]1([C:18]2[CH:17]=[CH:16][C:15]([CH:14]([NH:27][C:28]([NH:30][C:31]3[CH:36]=[CH:35][C:34]([S:37][C:38]([F:41])([F:39])[F:40])=[CH:33][CH:32]=3)=[O:29])[C:11]3[CH:12]=[CH:13][C:8]([C:7]([NH:6][CH2:5][C@@H:4]([OH:43])[C:3]([OH:44])=[O:2])=[O:42])=[CH:9][CH:10]=3)=[CH:20][CH:19]=2)[CH2:26][CH2:25][CH2:24][CH2:23][CH2:22]1, predict the reactants needed to synthesize it. The reactants are: C[O:2][C:3](=[O:44])[C@H:4]([OH:43])[CH2:5][NH:6][C:7](=[O:42])[C:8]1[CH:13]=[CH:12][C:11]([CH:14]([NH:27][C:28]([NH:30][C:31]2[CH:36]=[CH:35][C:34]([S:37][C:38]([F:41])([F:40])[F:39])=[CH:33][CH:32]=2)=[O:29])[C:15]2[CH:20]=[CH:19][C:18]([CH:21]3[CH2:26][CH2:25][CH2:24][CH2:23][CH2:22]3)=[CH:17][CH:16]=2)=[CH:10][CH:9]=1.[OH-].[Na+]. (2) The reactants are: Cl.C([O:6][C:7](=[O:37])[CH:8]([CH:32]1[CH2:36][CH2:35][CH2:34][CH2:33]1)[CH2:9][S:10]([N:13]1[CH2:18][CH2:17][CH:16]([O:19][CH2:20][C:21]2[C:30]3[C:25](=[CH:26][CH:27]=[CH:28][CH:29]=3)[N:24]=[C:23]([CH3:31])[CH:22]=2)[CH2:15][CH2:14]1)(=[O:12])=[O:11])(C)(C)C. Given the product [CH3:31][C:23]1[CH:22]=[C:21]([CH2:20][O:19][CH:16]2[CH2:17][CH2:18][N:13]([S:10]([CH2:9][CH:8]([CH:32]3[CH2:33][CH2:34][CH2:35][CH2:36]3)[C:7]([OH:37])=[O:6])(=[O:12])=[O:11])[CH2:14][CH2:15]2)[C:30]2[C:25](=[CH:26][CH:27]=[CH:28][CH:29]=2)[N:24]=1, predict the reactants needed to synthesize it. (3) Given the product [OH:16][C@@H:11]1[CH2:12][CH2:13][CH2:14][CH2:15][C@H:10]1[NH:9][C:7](=[O:8])[C:6]1[CH:17]=[C:2]([C:36]2[CH:35]=[CH:34][C:33]([NH:32][S:29]([CH3:28])(=[O:30])=[O:31])=[CH:38][CH:37]=2)[C:3]([O:22][CH2:23][C:24]([F:27])([F:26])[F:25])=[N:4][C:5]=1[C:18]([F:21])([F:20])[F:19], predict the reactants needed to synthesize it. The reactants are: Br[C:2]1[C:3]([O:22][CH2:23][C:24]([F:27])([F:26])[F:25])=[N:4][C:5]([C:18]([F:21])([F:20])[F:19])=[C:6]([CH:17]=1)[C:7]([NH:9][C@@H:10]1[CH2:15][CH2:14][CH2:13][CH2:12][C@H:11]1[OH:16])=[O:8].[CH3:28][S:29]([NH:32][C:33]1[CH:38]=[CH:37][C:36](B(O)O)=[CH:35][CH:34]=1)(=[O:31])=[O:30]. (4) Given the product [CH:39]([N:36]1[C:34]2=[N:35][C:30]([C:24]3[CH:23]=[C:22]([CH:27]=[C:26]([O:28][CH3:29])[CH:25]=3)[O:21][CH2:20][CH:9]([OH:8])[CH2:10][NH:11][CH3:12])=[CH:31][C:32]([NH:42][C:43]3[CH:48]=[N:47][CH:46]=[N:45][CH:44]=3)=[C:33]2[CH:38]=[N:37]1)([CH3:41])[CH3:40], predict the reactants needed to synthesize it. The reactants are: [Si]([O:8][CH:9]([CH2:20][O:21][C:22]1[CH:27]=[C:26]([O:28][CH3:29])[CH:25]=[C:24]([C:30]2[N:35]=[C:34]3[N:36]([CH:39]([CH3:41])[CH3:40])[N:37]=[CH:38][C:33]3=[C:32]([N:42](C)[C:43]3[CH:44]=[N:45][CH:46]=[N:47][CH:48]=3)[CH:31]=2)[CH:23]=1)[CH2:10][N:11](C)[C:12](=O)OC(C)(C)C)(C(C)(C)C)(C)C.Cl.